Dataset: Full USPTO retrosynthesis dataset with 1.9M reactions from patents (1976-2016). Task: Predict the reactants needed to synthesize the given product. (1) Given the product [N:10]1([C:2]2[CH:3]=[C:4]([CH2:5][OH:6])[CH:7]=[CH:8][CH:9]=2)[CH:14]=[CH:13][N:12]=[CH:11]1, predict the reactants needed to synthesize it. The reactants are: I[C:2]1[CH:3]=[C:4]([CH:7]=[CH:8][CH:9]=1)[CH2:5][OH:6].[NH:10]1[CH:14]=[CH:13][N:12]=[CH:11]1.C(=O)([O-])[O-].[K+].[K+].[F-].[K+]. (2) The reactants are: [CH3:1][C:2]1([CH3:18])[C:6]2[CH:7]=[C:8](B(O)O)[CH:9]=[C:10]([C:11]([CH3:14])([CH3:13])[CH3:12])[C:5]=2[O:4][CH2:3]1.CO.[C:21]1([CH3:27])C=CC=[CH:23][CH:22]=1.C(=O)([O-])[O-:29].[Na+].[Na+]. Given the product [CH3:1][C:2]1([CH3:18])[C:6]2[CH:7]=[C:8](/[C:21](/[CH3:27])=[CH:22]\[CH2:23][OH:29])[CH:9]=[C:10]([C:11]([CH3:14])([CH3:13])[CH3:12])[C:5]=2[O:4][CH2:3]1, predict the reactants needed to synthesize it. (3) Given the product [CH3:49][O:48][CH2:47][CH2:46][CH2:45][N:33]1[C:32]2[CH:50]=[C:28]([CH2:27][O:1][C@H:2]3[CH2:7][N:6]([S:8]([C:11]4[CH:16]=[CH:15][C:14]([CH3:17])=[CH:13][CH:12]=4)(=[O:9])=[O:10])[C@H:5]([CH2:18][C:19]([CH3:25])([CH3:24])[C:20]([O:22][CH3:23])=[O:21])[CH2:4][CH2:3]3)[CH:29]=[CH:30][C:31]=2[O:36][C:35]([CH3:43])([C:37]2[CH:38]=[CH:39][CH:40]=[CH:41][CH:42]=2)[C:34]1=[O:44], predict the reactants needed to synthesize it. The reactants are: [OH:1][C@H:2]1[CH2:7][N:6]([S:8]([C:11]2[CH:16]=[CH:15][C:14]([CH3:17])=[CH:13][CH:12]=2)(=[O:10])=[O:9])[C@H:5]([CH2:18][C:19]([CH3:25])([CH3:24])[C:20]([O:22][CH3:23])=[O:21])[CH2:4][CH2:3]1.Br[CH2:27][C:28]1[CH:29]=[CH:30][C:31]2[O:36][C:35]([CH3:43])([C:37]3[CH:42]=[CH:41][CH:40]=[CH:39][CH:38]=3)[C:34](=[O:44])[N:33]([CH2:45][CH2:46][CH2:47][O:48][CH3:49])[C:32]=2[CH:50]=1. (4) Given the product [NH2:37][C:23]1[N:24]=[CH:25][C:26]([C:2]2[CH:3]=[CH:4][N:5]3[C:10]([C:11]=2[CH3:12])=[C:9]([CH:13]2[CH2:15][CH2:14]2)[CH:8]=[C:7]([C:16]([O:18][CH3:19])=[O:17])[C:6]3=[O:20])=[CH:27][C:22]=1[CH3:21], predict the reactants needed to synthesize it. The reactants are: Cl[C:2]1[CH:3]=[CH:4][N:5]2[C:10]([C:11]=1[CH3:12])=[C:9]([CH:13]1[CH2:15][CH2:14]1)[CH:8]=[C:7]([C:16]([O:18][CH3:19])=[O:17])[C:6]2=[O:20].[CH3:21][C:22]1[C:23]([NH2:37])=[N:24][CH:25]=[C:26](B2OC(C)(C)C(C)(C)O2)[CH:27]=1. (5) Given the product [F:27][C:28]1[CH:29]=[C:30]([C:36]2[CH:41]=[CH:40][C:39]([C:2]3[C:11]4[C:6](=[CH:7][C:8]([S:12]([O:15][C:16]5[C:21]([F:22])=[C:20]([F:23])[C:19]([F:24])=[C:18]([F:25])[C:17]=5[F:26])(=[O:14])=[O:13])=[CH:9][CH:10]=4)[CH:5]=[CH:4][N:3]=3)=[C:38]([O:51][CH3:52])[CH:37]=2)[C:31]([O:34][CH3:35])=[N:32][CH:33]=1, predict the reactants needed to synthesize it. The reactants are: Cl[C:2]1[C:11]2[C:6](=[CH:7][C:8]([S:12]([O:15][C:16]3[C:21]([F:22])=[C:20]([F:23])[C:19]([F:24])=[C:18]([F:25])[C:17]=3[F:26])(=[O:14])=[O:13])=[CH:9][CH:10]=2)[CH:5]=[CH:4][N:3]=1.[F:27][C:28]1[CH:29]=[C:30]([C:36]2[CH:41]=[CH:40][C:39](B3OC(C)(C)C(C)(C)O3)=[C:38]([O:51][CH3:52])[CH:37]=2)[C:31]([O:34][CH3:35])=[N:32][CH:33]=1.P([O-])([O-])([O-])=O.[K+].[K+].[K+].O. (6) Given the product [NH2:1][C:2]([NH:4][C:5]1[NH:6][C:7]([C:13]2[CH:18]=[CH:17][CH:16]=[C:15]([C:36]#[C:35][Si:28]([CH:25]([CH3:27])[CH3:26])([CH:32]([CH3:34])[CH3:33])[CH:29]([CH3:31])[CH3:30])[CH:14]=2)=[CH:8][C:9]=1[C:10]([NH2:12])=[O:11])=[O:3], predict the reactants needed to synthesize it. The reactants are: [NH2:1][C:2]([NH:4][C:5]1[NH:6][C:7]([C:13]2[CH:18]=[CH:17][CH:16]=[C:15](Br)[CH:14]=2)=[CH:8][C:9]=1[C:10]([NH2:12])=[O:11])=[O:3].C(=O)([O-])O.[Na+].[CH:25]([Si:28]([C:35]#[CH:36])([CH:32]([CH3:34])[CH3:33])[CH:29]([CH3:31])[CH3:30])([CH3:27])[CH3:26].